From a dataset of Experimentally validated miRNA-target interactions with 360,000+ pairs, plus equal number of negative samples. Binary Classification. Given a miRNA mature sequence and a target amino acid sequence, predict their likelihood of interaction. (1) The miRNA is hsa-miR-374a-3p with sequence CUUAUCAGAUUGUAUUGUAAUU. The protein sequence of the target gene is MAENPSLENHRIKSFKNKGRDVETMRRHRNEVTVELRKNKRDEHLLKKRNVPQEESLEDSDVDADFKAQNVTLEAILQNATSDNPVVQLSAVQAARKLLSSDRNPPIDDLIKSGILPILVKCLERDDNPSLQFEAAWALTNIASGTSAQTQAVVQSNAVPLFLRLLRSPHQNVCEQAVWALGNIIGDGPQCRDYVISLGVVKPLLSFISPSIPITFLRNVTWVIVNLCRNKDPPPPMETVQEILPALCVLIYHTDINILVDTVWALSYLTDGGNEQIQMVIDSGVVPFLVPLLSHQEVKV.... Result: 1 (interaction). (2) Result: 0 (no interaction). The protein sequence of the target gene is MNRESFAAGERLVSPAYVRQGCEARRSHEHLIRLLLEKGKCPENGWDESTLELFLHELAIMDSNNFLGNCGVGEREGRVASALVARRHYRFIHGIGRSGDISAVQPKAAGSSLLNKITNSLVLDIIKLAGVHTVANCFVVPMATGMSLTLCFLTLRHKRPKAKYIIWPRIDQKSCFKSMITAGFEPVVIENVLEGDELRTDLKAVEAKVQELGPDCILCIHSTTSCFAPRVPDRLEELAVICANYDIPHIVNNAYGVQSSKCMHLIQQGARVGRIDAFVQSLDKNFMVPVGGAIIAGFND.... The miRNA is hsa-miR-15b-3p with sequence CGAAUCAUUAUUUGCUGCUCUA. (3) The miRNA is hsa-miR-6883-5p with sequence AGGGAGGGUGUGGUAUGGAUGU. The protein sequence of the target gene is MSDRQAAEGPAFWSPAARRGSAGGVGDRRGVEESQAAASEKEDLESTNVSSPLASASDPAAESSPYRPQMVSPASKDTTEDLQNVAGASEGQAPGEQAALPAGQTQVLSEMAKYQAPQRPEDTVMIQSEHTGAIDVLSADLESADLLGDHRKVSPPLMAPPCVWTFAKVKEFKSKLGKEKNSRLVVKRGEVVTIRVPTHPEGKRVCWEFATDDYDIGFGVYFDWTPVTSTDITVQVSDSSEDEEEEEDEEEEIEEPVPVGDVERGSRSSLRGRYGEVMPVYRRDSHRDVQAGSHDYPGEG.... Result: 0 (no interaction). (4) The miRNA is cel-miR-786-3p with sequence UAAUGCCCUGAAUGAUGUUCAAU. The protein sequence of the target gene is MILLRASEVRQLLHNKFVVILGDSVHRAVYKDLVLLLQKDRLLTPGQLRARGELNFEQDELVDGGQRGHMHNGLNYREVREFRSDHHLVRFYFLTRVYSDYLQTILKELQSGEHAPDLVIMNSCLWDISRYGPNSWRSYLENLENLFQCLGQVLPESCLLVWNTAMPVGEEVTGGFLPPKLRRQKATFLKNEVVKANFHSATEARKHNFDVLDLHFHFRHARENLHWDGVHWNGRVHRCLSQLLLAHVADAWGVELPHRHPVGEWIKKKKPGPRVEGPPQANRNHPALPLSPPLPSPTYR.... Result: 0 (no interaction).